From a dataset of Reaction yield outcomes from USPTO patents with 853,638 reactions. Predict the reaction yield, written as a fraction of the theoretical maximum amount of product (1.0 means a 100% yield; for example, 0.34 means a 34% yield). (1) The reactants are [CH3:1][O:2][C:3]1[CH:4]=[C:5]2[C:10](=[CH:11][C:12]=1[O:13][CH3:14])[N:9]=[CH:8][N:7]=[C:6]2[O:15][C:16]1[CH:17]=[C:18]([CH:20]=[CH:21][CH:22]=1)[NH2:19].[C:23]1([N:29]2[C:33]([NH:34][C:35](=O)[O:36]C3C=CC=CC=3)=[CH:32][C:31]([C:44]([CH3:50])([CH3:49])[C:45]([F:48])([F:47])[F:46])=[N:30]2)[CH:28]=[CH:27][CH:26]=[CH:25][CH:24]=1. The catalyst is C1COCC1.CN(C1C=CN=CC=1)C. The product is [CH3:1][O:2][C:3]1[CH:4]=[C:5]2[C:10](=[CH:11][C:12]=1[O:13][CH3:14])[N:9]=[CH:8][N:7]=[C:6]2[O:15][C:16]1[CH:17]=[C:18]([NH:19][C:35]([NH:34][C:33]2[N:29]([C:23]3[CH:28]=[CH:27][CH:26]=[CH:25][CH:24]=3)[N:30]=[C:31]([C:44]([CH3:50])([CH3:49])[C:45]([F:48])([F:47])[F:46])[CH:32]=2)=[O:36])[CH:20]=[CH:21][CH:22]=1. The yield is 0.620. (2) The reactants are [CH:1]([N:4]1[C:8]([C:9]2[N:10]=[C:11]3[C:17]4[CH:18]=[CH:19][C:20]([OH:22])=[CH:21][C:16]=4[O:15][CH2:14][CH2:13][N:12]3[CH:23]=2)=[N:7][CH:6]=[N:5]1)([CH3:3])[CH3:2].[CH3:24][O:25][C:26](=[O:32])[CH:27]([CH:29]1[CH2:31][CH2:30]1)O.CC(OC(/N=N/C(OC(C)C)=O)=O)C. The catalyst is O1CCOCC1. The product is [CH3:24][O:25][C:26](=[O:32])[CH:27]([CH:29]1[CH2:31][CH2:30]1)[O:22][C:20]1[CH:19]=[CH:18][C:17]2[C:11]3[N:12]([CH2:13][CH2:14][O:15][C:16]=2[CH:21]=1)[CH:23]=[C:9]([C:8]1[N:4]([CH:1]([CH3:3])[CH3:2])[N:5]=[CH:6][N:7]=1)[N:10]=3. The yield is 0.250.